This data is from Forward reaction prediction with 1.9M reactions from USPTO patents (1976-2016). The task is: Predict the product of the given reaction. (1) Given the reactants [Cl-:1].[Cl-].[CH-:3]1[CH:7]=[CH:6][CH:5]=[CH:4]1.[CH-:8]1[CH:12]=[CH:11][CH:10]=[CH:9]1.[Ti+2:13], predict the reaction product. The product is: [Cl-:1].[CH:3]1([Ti+:13][CH:8]2[CH:12]=[CH:11][CH:10]=[CH:9]2)[CH:7]=[CH:6][CH:5]=[CH:4]1. (2) Given the reactants Cl.Cl.[C:3]([C:7]1[CH:8]=[C:9]([NH:19][C:20]([NH:22][C:23]2[C:24]([CH3:35])=[N:25][C:26]([N:29]3[CH2:34][CH2:33][NH:32][CH2:31][CH2:30]3)=[CH:27][CH:28]=2)=[O:21])[N:10]([C:12]2[CH:17]=[CH:16][C:15]([CH3:18])=[CH:14][CH:13]=2)[N:11]=1)([CH3:6])([CH3:5])[CH3:4], predict the reaction product. The product is: [C:3]([C:7]1[CH:8]=[C:9]([NH:19][C:20]([NH:22][C:23]2[C:24]([CH3:35])=[N:25][C:26]([N:29]3[CH2:30][CH2:31][NH:32][CH2:33][CH2:34]3)=[CH:27][CH:28]=2)=[O:21])[N:10]([C:12]2[CH:17]=[CH:16][C:15]([CH3:18])=[CH:14][CH:13]=2)[N:11]=1)([CH3:6])([CH3:5])[CH3:4]. (3) Given the reactants [CH3:1][C:2]1([C:8]([O:10][CH2:11][C:12]2[CH:17]=[CH:16][CH:15]=[CH:14][CH:13]=2)=[O:9])[CH2:7][CH2:6][CH:5]=[CH:4][O:3]1.B.C1C[O:22]CC1.C([O-])(=O)C.[Na+].OO, predict the reaction product. The product is: [OH:22][CH:5]1[CH2:4][O:3][C:2]([CH3:1])([C:8]([O:10][CH2:11][C:12]2[CH:13]=[CH:14][CH:15]=[CH:16][CH:17]=2)=[O:9])[CH2:7][CH2:6]1. (4) Given the reactants [NH:1]1[CH2:6][CH2:5][O:4][CH2:3][CH2:2]1.[CH:7]1([C:13]2[C:14]3[CH:15]=[CH:16][C:17]([C:32]([O:34][CH3:35])=[O:33])=[CH:18][C:19]=3[N:20]3[CH2:26][C:25](=O)[CH2:24][C:23]4[CH:28]=[CH:29][CH:30]=[CH:31][C:22]=4[C:21]=23)[CH2:12][CH2:11][CH2:10][CH2:9][CH2:8]1.C([BH3-])#N.[Na+], predict the reaction product. The product is: [CH:7]1([C:13]2[C:14]3[CH:15]=[CH:16][C:17]([C:32]([O:34][CH3:35])=[O:33])=[CH:18][C:19]=3[N:20]3[CH2:26][CH:25]([N:1]4[CH2:6][CH2:5][O:4][CH2:3][CH2:2]4)[CH2:24][C:23]4[CH:28]=[CH:29][CH:30]=[CH:31][C:22]=4[C:21]=23)[CH2:8][CH2:9][CH2:10][CH2:11][CH2:12]1. (5) Given the reactants [C:1]([O:9][C@H:10]1[C@H:16]2[CH2:17][N:18]([C:19]([O:21][C:22](=O)[C:23]3[CH:28]=[CH:27][CH:26]=[CH:25][CH:24]=3)=[O:20])[C@@H:11]1[C@H:12]([O:15]2)[O:13]C)(=[O:8])[C:2]1[CH:7]=[CH:6][CH:5]=[CH:4][CH:3]=1.[BH4-].[Na+].[Cl-].[NH4+], predict the reaction product. The product is: [C:1]([O:9][C@H:10]1[C@H:16]([OH:15])[CH2:17][N:18]([C:19]([O:21][CH2:22][C:23]2[CH:28]=[CH:27][CH:26]=[CH:25][CH:24]=2)=[O:20])[C@@H:11]1[CH2:12][OH:13])(=[O:8])[C:2]1[CH:7]=[CH:6][CH:5]=[CH:4][CH:3]=1. (6) Given the reactants [CH3:1][O:2][C:3](=[O:21])[C:4]1[CH:9]=[C:8]([O:10][C:11]2[CH:16]=[CH:15][C:14]([C:17](=O)[CH3:18])=[CH:13][C:12]=2[Br:20])[CH:7]=[N:6][CH:5]=1.CO.C([BH3-])#[N:25].[Na+], predict the reaction product. The product is: [CH3:1][O:2][C:3](=[O:21])[C:4]1[CH:9]=[C:8]([O:10][C:11]2[CH:16]=[CH:15][C:14]([CH:17]([NH2:25])[CH3:18])=[CH:13][C:12]=2[Br:20])[CH:7]=[N:6][CH:5]=1. (7) The product is: [CH:7]1([CH2:13][N:14]2[C:18]([C:19]3[CH:20]=[C:21]([C:29]([CH3:30])([CH3:32])[CH3:31])[CH:22]=[C:23]([C:25]([CH3:27])([CH3:28])[CH3:26])[CH:24]=3)=[CH:17][C:16]([C:33](=[O:34])[CH2:6][CH:5]=[CH2:4])=[C:15]2[CH3:39])[CH2:12][CH2:11][CH2:10][CH2:9][CH2:8]1. Given the reactants II.Br[CH2:4][CH:5]=[CH2:6].[CH:7]1([CH2:13][N:14]2[C:18]([C:19]3[CH:24]=[C:23]([C:25]([CH3:28])([CH3:27])[CH3:26])[CH:22]=[C:21]([C:29]([CH3:32])([CH3:31])[CH3:30])[CH:20]=3)=[CH:17][C:16]([C:33](N(OC)C)=[O:34])=[C:15]2[CH3:39])[CH2:12][CH2:11][CH2:10][CH2:9][CH2:8]1, predict the reaction product. (8) Given the reactants [CH2:1]([O:3][C:4]([C:6]1[CH2:7][C@H:8]2[C@@H:10]([C@H:11]([O:13][CH:14]([CH2:17][CH3:18])[CH2:15][CH3:16])[CH:12]=1)[O:9]2)=[O:5])[CH3:2].O1CCCC1.[CH2:24]([NH2:31])[C:25]1[CH:30]=[CH:29][CH:28]=[CH:27][CH:26]=1, predict the reaction product. The product is: [CH2:1]([O:3][C:4]([C:6]1[CH2:7][C@@H:8]([NH:31][CH2:24][C:25]2[CH:30]=[CH:29][CH:28]=[CH:27][CH:26]=2)[C@H:10]([OH:9])[C@H:11]([O:13][CH:14]([CH2:17][CH3:18])[CH2:15][CH3:16])[CH:12]=1)=[O:5])[CH3:2]. (9) Given the reactants Cl[C:2]1[CH:3]=[CH:4][C:5]2[N:6]([C:8]([C:11]3[CH:16]=[CH:15][CH:14]=[C:13]([O:17][C:18]([F:21])([F:20])[F:19])[CH:12]=3)=[CH:9][N:10]=2)[N:7]=1.[CH3:22][N:23]1[CH2:28][CH2:27][N:26]([CH:29]([CH2:32][CH3:33])[CH2:30][NH2:31])[CH2:25][CH2:24]1.CC([O-])(C)C.[Na+], predict the reaction product. The product is: [CH3:22][N:23]1[CH2:28][CH2:27][N:26]([CH:29]([CH2:32][CH3:33])[CH2:30][NH:31][C:2]2[CH:3]=[CH:4][C:5]3[N:6]([C:8]([C:11]4[CH:16]=[CH:15][CH:14]=[C:13]([O:17][C:18]([F:21])([F:20])[F:19])[CH:12]=4)=[CH:9][N:10]=3)[N:7]=2)[CH2:25][CH2:24]1.